Dataset: Reaction yield outcomes from USPTO patents with 853,638 reactions. Task: Predict the reaction yield, written as a fraction of the theoretical maximum amount of product (1.0 means a 100% yield; for example, 0.34 means a 34% yield). (1) The reactants are [CH2:1]([O:8][C:9]([N:11]1[CH2:16][CH2:15][CH2:14][CH:13]([C:17]([OH:19])=O)[CH2:12]1)=[O:10])[C:2]1[CH:7]=[CH:6][CH:5]=[CH:4][CH:3]=1.Cl.[CH3:21][NH:22][O:23][CH3:24].C(N(CC)CC)C.ON1C2C=CC=CC=2N=N1.Cl.CN(C)CCCN=C=NCC. The yield is 0.870. The product is [CH3:24][O:23][N:22]([CH3:21])[C:17]([CH:13]1[CH2:14][CH2:15][CH2:16][N:11]([C:9]([O:8][CH2:1][C:2]2[CH:3]=[CH:4][CH:5]=[CH:6][CH:7]=2)=[O:10])[CH2:12]1)=[O:19]. The catalyst is O1CCCC1.O. (2) The reactants are [N+:1]([C:4]1[CH:5]=[C:6]2[C:10](=[CH:11][CH:12]=1)[NH:9][C:8](=[O:13])[CH2:7]2)([O-])=O. The catalyst is C(O)(=O)C.[Pd]. The product is [NH2:1][C:4]1[CH:5]=[C:6]2[C:10](=[CH:11][CH:12]=1)[NH:9][C:8](=[O:13])[CH2:7]2. The yield is 0.689. (3) The reactants are [F:1][C:2]([F:18])([F:17])[O:3][C:4]1[CH:16]=[CH:15][C:7]([O:8][CH:9]2[CH2:14][CH2:13][NH:12][CH2:11][CH2:10]2)=[CH:6][CH:5]=1.[C:19]1(=O)[CH2:24][CH2:23][C:22](=[O:25])[CH2:21][CH2:20]1.C(N(CC)CC)C.O.[C:35]1([CH3:45])[CH:40]=[CH:39][C:38]([S:41]([OH:44])(=[O:43])=[O:42])=[CH:37][CH:36]=1. The catalyst is C(O)C. The product is [C:35]1([CH3:45])[CH:36]=[CH:37][C:38]([S:41]([OH:44])(=[O:42])=[O:43])=[CH:39][CH:40]=1.[OH:25][C:22]1[CH:23]=[CH:24][C:19]([N:12]2[CH2:11][CH2:10][CH:9]([O:8][C:7]3[CH:15]=[CH:16][C:4]([O:3][C:2]([F:1])([F:17])[F:18])=[CH:5][CH:6]=3)[CH2:14][CH2:13]2)=[CH:20][CH:21]=1. The yield is 0.637. (4) The reactants are Br[C:2]1[CH:3]=[CH:4][C:5]([F:22])=[C:6]([C:8]2[N:13]=[C:12]([C:14]([NH2:16])=[O:15])[C:11]([NH:17][CH:18]3[CH2:21][O:20][CH2:19]3)=[CH:10][CH:9]=2)[CH:7]=1.[C:23]([C@:25]1([OH:32])[CH2:29][CH2:28][N:27]([CH3:30])[C:26]1=[O:31])#[CH:24]. No catalyst specified. The product is [F:22][C:5]1[CH:4]=[CH:3][C:2]([C:24]#[C:23][C@:25]2([OH:32])[CH2:29][CH2:28][N:27]([CH3:30])[C:26]2=[O:31])=[CH:7][C:6]=1[C:8]1[N:13]=[C:12]([C:14]([NH2:16])=[O:15])[C:11]([NH:17][CH:18]2[CH2:21][O:20][CH2:19]2)=[CH:10][CH:9]=1. The yield is 0.200. (5) The reactants are Cl[C:2]1[N:7]=[CH:6][C:5]([O:8][CH:9]2[CH2:15][CH2:14][CH2:13][CH2:12][CH2:11][CH2:10]2)=[CH:4][CH:3]=1.[Cu][C:17]#[N:18].CN1C(=O)CCC1.O. The catalyst is C(OCC)C. The product is [CH:9]1([O:8][C:5]2[CH:4]=[CH:3][C:2]([C:17]#[N:18])=[N:7][CH:6]=2)[CH2:15][CH2:14][CH2:13][CH2:12][CH2:11][CH2:10]1. The yield is 0.540.